Dataset: Forward reaction prediction with 1.9M reactions from USPTO patents (1976-2016). Task: Predict the product of the given reaction. (1) Given the reactants [H-].[Al+3].[Li+].[H-].[H-].[H-].[CH:7]([N:10]1[C:19]([C:20](OCC)=[O:21])=[CH:18][C:17]2[C:12](=[C:13]([CH3:25])[CH:14]=[CH:15][CH:16]=2)[C:11]1=[O:26])([CH3:9])[CH3:8].O, predict the reaction product. The product is: [OH:21][CH2:20][C:19]1[N:10]([CH:7]([CH3:9])[CH3:8])[C:11](=[O:26])[C:12]2[C:17]([CH:18]=1)=[CH:16][CH:15]=[CH:14][C:13]=2[CH3:25]. (2) Given the reactants [C:1](N1C=CN=C1)(N1C=CN=C1)=[O:2].[H-].[Na+].[OH:15][CH:16]([CH2:20][N:21]1[CH:25]=[C:24]([I:26])[CH:23]=[N:22]1)[C:17]([NH2:19])=[O:18], predict the reaction product. The product is: [I:26][C:24]1[CH:23]=[N:22][N:21]([CH2:20][CH:16]2[O:15][C:1](=[O:2])[NH:19][C:17]2=[O:18])[CH:25]=1. (3) Given the reactants Br[C:2]1[CH:7]=[CH:6][C:5]([Br:8])=[CH:4][N:3]=1.[CH3:9][S-:10].[Na+].O, predict the reaction product. The product is: [Br:8][C:5]1[CH:6]=[CH:7][C:2]([S:10][CH3:9])=[N:3][CH:4]=1. (4) Given the reactants CS(O[CH2:6][CH2:7][O:8][C:9]1[CH:14]=[CH:13][C:12]([C:15]#[C:16][C:17]2[CH:22]=[CH:21][C:20]([C:23]3[CH:28]=[CH:27][C:26]([Cl:29])=[CH:25][CH:24]=3)=[CH:19][N:18]=2)=[CH:11][CH:10]=1)(=O)=O.[F:30][C:31]([F:41])([F:40])[C@@:32]1([OH:39])[CH2:37][CH2:36][NH:35][CH2:34][C@@H:33]1[OH:38], predict the reaction product. The product is: [Cl:29][C:26]1[CH:27]=[CH:28][C:23]([C:20]2[CH:21]=[CH:22][C:17]([C:16]#[C:15][C:12]3[CH:11]=[CH:10][C:9]([O:8][CH2:7][CH2:6][N:35]4[CH2:36][CH2:37][C@@:32]([C:31]([F:30])([F:40])[F:41])([OH:39])[C@@H:33]([OH:38])[CH2:34]4)=[CH:14][CH:13]=3)=[N:18][CH:19]=2)=[CH:24][CH:25]=1.